Dataset: Full USPTO retrosynthesis dataset with 1.9M reactions from patents (1976-2016). Task: Predict the reactants needed to synthesize the given product. (1) Given the product [CH2:32]([O:34][C:35](=[O:47])[CH2:36][C:37]1[CH:42]=[CH:41][C:40]([NH:21][C:17]2[CH:18]=[CH:19][CH:20]=[C:15]([C:12]3[N:11]([CH2:22][O:23][CH2:24][CH2:25][Si:26]([CH3:27])([CH3:28])[CH3:29])[C:10]([C:6]4[CH:7]=[CH:8][CH:9]=[C:4]([O:3][C:2]([F:30])([F:1])[F:31])[CH:5]=4)=[N:14][N:13]=3)[CH:16]=2)=[CH:39][C:38]=1[N+:44]([O-:46])=[O:45])[CH3:33], predict the reactants needed to synthesize it. The reactants are: [F:1][C:2]([F:31])([F:30])[O:3][C:4]1[CH:5]=[C:6]([C:10]2[N:11]([CH2:22][O:23][CH2:24][CH2:25][Si:26]([CH3:29])([CH3:28])[CH3:27])[C:12]([C:15]3[CH:16]=[C:17]([NH2:21])[CH:18]=[CH:19][CH:20]=3)=[N:13][N:14]=2)[CH:7]=[CH:8][CH:9]=1.[CH2:32]([O:34][C:35](=[O:47])[CH2:36][C:37]1[CH:42]=[CH:41][C:40](Br)=[CH:39][C:38]=1[N+:44]([O-:46])=[O:45])[CH3:33].C(=O)([O-])[O-].[Cs+].[Cs+]. (2) Given the product [C:3]1([C:2](=[C:9]2[CH2:14][CH2:13][N:12]([C:15](=[O:31])[C:16]([C:18]3[C:26]4[C:21](=[C:22]([O:29][CH3:30])[N:23]=[CH:24][C:25]=4[O:27][CH3:28])[NH:20][CH:19]=3)=[O:17])[CH2:11][CH2:10]2)[C:33]2[CH:34]=[CH:35][CH:36]=[CH:37][N:32]=2)[CH:8]=[CH:7][CH:6]=[CH:5][CH:4]=1, predict the reactants needed to synthesize it. The reactants are: Br[C:2](=[C:9]1[CH2:14][CH2:13][N:12]([C:15](=[O:31])[C:16]([C:18]2[C:26]3[C:21](=[C:22]([O:29][CH3:30])[N:23]=[CH:24][C:25]=3[O:27][CH3:28])[NH:20][CH:19]=2)=[O:17])[CH2:11][CH2:10]1)[C:3]1[CH:8]=[CH:7][CH:6]=[CH:5][CH:4]=1.[N:32]1[CH:37]=[CH:36][CH:35]=[C:34](B(O)O)[CH:33]=1.C(=O)([O-])[O-].[Na+].[Na+].CCO. (3) Given the product [NH2:25][C:19]1[CH:20]=[C:21]([Cl:24])[CH:22]=[CH:23][C:18]=1[O:17][CH:14]1[CH2:15][CH2:16][CH:12]([CH2:10][OH:9])[CH2:13]1, predict the reactants needed to synthesize it. The reactants are: [H-].[Al+3].[Li+].[H-].[H-].[H-].C([O:9][C:10]([CH:12]1[CH2:16][CH2:15][CH:14]([O:17][C:18]2[CH:23]=[CH:22][C:21]([Cl:24])=[CH:20][C:19]=2[NH2:25])[CH2:13]1)=O)C. (4) Given the product [F:1][CH:2]([C:7]1[CH:8]=[C:9]([CH:10]=[CH:11][CH:12]=1)[CH2:13][Br:14])[C:3]([F:6])([CH3:5])[CH3:4], predict the reactants needed to synthesize it. The reactants are: [F:1][CH:2]([C:7]1[CH:12]=[CH:11][CH:10]=[C:9]([CH3:13])[CH:8]=1)[C:3]([F:6])([CH3:5])[CH3:4].[Br:14]N1C(=O)CCC1=O.N(C(C)(C)C#N)=NC(C)(C)C#N. (5) The reactants are: [Cl:1][C:2]1[CH:3]=[N:4][C:5]2[N:6]([N:8]=[C:9]([C:11]([OH:13])=O)[CH:10]=2)[CH:7]=1.[CH3:14][C:15]1[O:23][C:22]2[CH2:21][CH2:20][NH:19][CH:18]([CH3:24])[C:17]=2[CH:16]=1. Given the product [Cl:1][C:2]1[CH:3]=[N:4][C:5]2[N:6]([N:8]=[C:9]([C:11]([N:19]3[CH2:20][CH2:21][C:22]4[O:23][C:15]([CH3:14])=[CH:16][C:17]=4[CH:18]3[CH3:24])=[O:13])[CH:10]=2)[CH:7]=1, predict the reactants needed to synthesize it. (6) The reactants are: Br[C:2]1[C:7]([N:8]2[CH2:13][CH2:12][O:11]CC2)=[CH:6][CH:5]=[CH:4][CH:3]=1.[N:14]1[CH:19]=[C:18](B(O)O)[CH:17]=[N:16][CH:15]=1.C([O-])([O-])=O.[K+].[K+]. Given the product [N:14]1[CH:19]=[C:18]([C:5]2[CH:4]=[CH:3][C:2]3[O:11][CH2:12][CH2:13][NH:8][C:7]=3[CH:6]=2)[CH:17]=[N:16][CH:15]=1, predict the reactants needed to synthesize it.